This data is from Catalyst prediction with 721,799 reactions and 888 catalyst types from USPTO. The task is: Predict which catalyst facilitates the given reaction. Reactant: [H-].[H-].[H-].[H-].[Li+].[Al+3].[Cl:7][C:8]1[CH:9]=[CH:10][C:11]([CH:17]([O:24][CH3:25])[C:18]2[CH:23]=[CH:22][CH:21]=[CH:20][CH:19]=2)=[C:12]([CH:16]=1)[C:13]([NH2:15])=O. Product: [ClH:7].[Cl:7][C:8]1[CH:9]=[CH:10][C:11]([CH:17]([O:24][CH3:25])[C:18]2[CH:19]=[CH:20][CH:21]=[CH:22][CH:23]=2)=[C:12]([CH:16]=1)[CH2:13][NH2:15]. The catalyst class is: 7.